The task is: Predict which catalyst facilitates the given reaction.. This data is from Catalyst prediction with 721,799 reactions and 888 catalyst types from USPTO. (1) Reactant: [CH3:1][N:2]1[CH2:11][C:10]2[C:5](=[N:6][C:7]([NH:12][CH3:13])=[N:8][CH:9]=2)[N:4]([C:14]2[CH:15]=[C:16]([NH:20]C(=O)OC(C)(C)C)[CH:17]=[CH:18][CH:19]=2)[C:3]1=[O:28].C(O)(C(F)(F)F)=O. Product: [NH2:20][C:16]1[CH:15]=[C:14]([N:4]2[C:5]3=[N:6][C:7]([NH:12][CH3:13])=[N:8][CH:9]=[C:10]3[CH2:11][N:2]([CH3:1])[C:3]2=[O:28])[CH:19]=[CH:18][CH:17]=1. The catalyst class is: 2. (2) Reactant: [C:1]([O:5][C:6]([N:8]1[C:13]([CH3:14])=[CH:12][C:11](Cl)=[CH:10][CH:9]1[CH2:16][CH2:17][CH2:18][CH2:19][CH2:20][CH2:21][CH2:22][CH2:23][CH2:24][CH2:25][CH3:26])=[O:7])([CH3:4])([CH3:3])[CH3:2].C(=O)([O-])[O-].[Li+].[Li+]. Product: [C:1]([O:5][C:6]([N:8]1[C:13]([CH3:14])=[CH:12][CH2:11][CH2:10][CH:9]1[CH2:16][CH2:17][CH2:18][CH2:19][CH2:20][CH2:21][CH2:22][CH2:23][CH2:24][CH2:25][CH3:26])=[O:7])([CH3:4])([CH3:3])[CH3:2]. The catalyst class is: 19. (3) Reactant: Cl[CH2:2][C:3]1[NH:4][C:5](=[O:13])[C:6]2[CH2:12][O:11][CH2:10][CH2:9][C:7]=2[N:8]=1.[N-:14]=[N+:15]=[N-:16].[Na+]. Product: [N:14]([CH2:2][C:3]1[NH:4][C:5](=[O:13])[C:6]2[CH2:12][O:11][CH2:10][CH2:9][C:7]=2[N:8]=1)=[N+:15]=[N-:16]. The catalyst class is: 21. (4) The catalyst class is: 7. Product: [CH3:13][N:14]1[CH2:18][CH2:17][N:16]([C:19]([NH:23][C:24]2[CH:32]=[C:31]3[C:27]([CH2:28][C:29](=[O:33])[NH:30]3)=[CH:26][CH:25]=2)=[O:20])[C:15]1=[O:22]. Reactant: ClC(OC(=O)OC(Cl)(Cl)Cl)(Cl)Cl.[CH3:13][N:14]1[CH2:18][CH2:17][N:16]([C:19](Cl)=[O:20])[C:15]1=[O:22].[NH2:23][C:24]1[CH:32]=[C:31]2[C:27]([CH2:28][C:29](=[O:33])[NH:30]2)=[CH:26][CH:25]=1.C(=O)([O-])[O-].[Na+].[Na+]. (5) Reactant: I[CH2:2][C:3]1([C:16]([O:18][CH2:19][CH3:20])=[O:17])[CH2:8][CH2:7][CH2:6][N:5]([C:9]([O:11][C:12]([CH3:15])([CH3:14])[CH3:13])=[O:10])[CH2:4]1.[CH3:21][O:22][C:23]1[CH:28]=[CH:27][C:26]([CH2:29][NH2:30])=[CH:25][CH:24]=1.C(=O)([O-])[O-].[Cs+].[Cs+]. Product: [CH3:21][O:22][C:23]1[CH:28]=[CH:27][C:26]([CH2:29][NH:30][CH2:2][C:3]2([C:16]([O:18][CH2:19][CH3:20])=[O:17])[CH2:8][CH2:7][CH2:6][N:5]([C:9]([O:11][C:12]([CH3:15])([CH3:14])[CH3:13])=[O:10])[CH2:4]2)=[CH:25][CH:24]=1. The catalyst class is: 1. (6) Reactant: C[O:2][C:3](=[O:27])[C:4]1[CH:9]=[C:8]([O:10][CH3:11])[CH:7]=[C:6]([C:12]2[C:23](=N)[N:22]([CH2:25][CH3:26])[C:15]3[N:16]=[C:17]([S:20][CH3:21])[N:18]=[CH:19][C:14]=3[CH:13]=2)[CH:5]=1.Cl.C(OC(=O)C)(=[O:31])C. Product: [CH2:25]([N:22]1[C:15]2[N:16]=[C:17]([S:20][CH3:21])[N:18]=[CH:19][C:14]=2[CH:13]=[C:12]([C:6]2[CH:5]=[C:4]([CH:9]=[C:8]([O:10][CH3:11])[CH:7]=2)[C:3]([OH:2])=[O:27])[C:23]1=[O:31])[CH3:26]. The catalyst class is: 6. (7) Reactant: [NH2:1][C:2]1[C:7]2[C:8]3[CH:14]=[CH:13][C:12](Br)=[CH:11][C:9]=3[S:10][C:6]=2[C:5]([C:16]([NH2:18])=[O:17])=[CH:4][N:3]=1.B(O)(O)[C:20]1[CH:25]=[CH:24][CH:23]=[C:22]([C:26]([F:29])([F:28])[F:27])[CH:21]=1.C([O-])([O-])=O.[Na+].[Na+]. Product: [NH2:1][C:2]1[C:7]2[C:8]3[CH:14]=[CH:13][C:12]([C:20]4[CH:25]=[CH:24][CH:23]=[C:22]([C:26]([F:29])([F:28])[F:27])[CH:21]=4)=[CH:11][C:9]=3[S:10][C:6]=2[C:5]([C:16]([NH2:18])=[O:17])=[CH:4][N:3]=1. The catalyst class is: 3. (8) Reactant: [F:1][C:2]1[CH:10]=[CH:9][CH:8]=[C:7]([N+:11]([O-:13])=[O:12])[C:3]=1[C:4]([OH:6])=O.C(Cl)(=O)C(Cl)=O.C(N(CC)CC)C.[F:27][CH:28]([F:38])[CH2:29][O:30][C:31]1[CH:32]=[C:33]([CH:35]=[CH:36][CH:37]=1)[NH2:34].Cl. Product: [F:27][CH:28]([F:38])[CH2:29][O:30][C:31]1[CH:32]=[C:33]([NH:34][C:4](=[O:6])[C:3]2[C:7]([N+:11]([O-:13])=[O:12])=[CH:8][CH:9]=[CH:10][C:2]=2[F:1])[CH:35]=[CH:36][CH:37]=1. The catalyst class is: 59. (9) The catalyst class is: 21. Product: [C:1]1([CH:7]([C:14]2[C:22]3[C:17](=[CH:18][C:19]([O:23][CH2:25][CH2:26][CH2:27][OH:28])=[CH:20][CH:21]=3)[NH:16][CH:15]=2)[CH2:8][C:9]([O:11][CH2:12][CH3:13])=[O:10])[CH:6]=[CH:5][CH:4]=[CH:3][CH:2]=1. Reactant: [C:1]1([CH:7]([C:14]2[C:22]3[C:17](=[CH:18][C:19]([OH:23])=[CH:20][CH:21]=3)[NH:16][CH:15]=2)[CH2:8][C:9]([O:11][CH2:12][CH3:13])=[O:10])[CH:6]=[CH:5][CH:4]=[CH:3][CH:2]=1.Br[CH2:25][CH2:26][CH2:27][OH:28].C(=O)([O-])[O-].[K+].[K+].